From a dataset of Forward reaction prediction with 1.9M reactions from USPTO patents (1976-2016). Predict the product of the given reaction. (1) The product is: [C:6]1([C:4]2[C:3]3[C:2](=[CH:15][CH:14]=[CH:13][CH:12]=3)[N:1]=[C:16]([C:19]3[S:23][C:22]([CH2:24][C:25]([NH2:27])=[O:26])=[CH:21][CH:20]=3)[CH:17]=2)[CH:11]=[CH:10][CH:9]=[CH:8][CH:7]=1. Given the reactants [NH2:1][C:2]1[CH:15]=[CH:14][CH:13]=[CH:12][C:3]=1[C:4]([C:6]1[CH:11]=[CH:10][CH:9]=[CH:8][CH:7]=1)=O.[C:16]([C:19]1[S:23][C:22]([CH2:24][C:25]([NH2:27])=[O:26])=[CH:21][CH:20]=1)(=O)[CH3:17].C(O)(=O)CC(CC(O)=O)(C(O)=O)O, predict the reaction product. (2) Given the reactants C(OC(=O)[NH:7][C:8]1[CH2:13][N:12]([C:14](=[O:16])[CH3:15])[CH2:11][C:10]([C:20]2[CH:25]=[C:24]([NH:26][C:27]([C:29]3[C:34]([CH3:35])=[CH:33][C:32]([Br:36])=[CH:31][N:30]=3)=[O:28])[CH:23]=[CH:22][C:21]=2[F:37])([CH:17]([F:19])[F:18])[N:9]=1)(C)(C)C.Cl, predict the reaction product. The product is: [C:14]([N:12]1[CH2:13][C:8]([NH2:7])=[N:9][C:10]([C:20]2[CH:25]=[C:24]([NH:26][C:27]([C:29]3[C:34]([CH3:35])=[CH:33][C:32]([Br:36])=[CH:31][N:30]=3)=[O:28])[CH:23]=[CH:22][C:21]=2[F:37])([CH:17]([F:19])[F:18])[CH2:11]1)(=[O:16])[CH3:15]. (3) Given the reactants C1C[C@H](C(O)=O)CC[C@H]1CN.[CH3:12][CH:13]([CH3:33])[C:14]([O:16][CH:17]([O:19][C:20]([CH:22]([NH2:32])[C@H:23]1[CH2:28][CH2:27][C@H:26]([C:29]([OH:31])=[O:30])[CH2:25][CH2:24]1)=[O:21])[CH3:18])=[O:15].C(=O)(O)[O-].[Na+:38].C(#N)C, predict the reaction product. The product is: [CH3:12][CH:13]([CH3:33])[C:14]([O:16][CH:17]([O:19][C:20]([CH:22]([NH2:32])[C@H:23]1[CH2:24][CH2:25][C@H:26]([C:29]([O-:31])=[O:30])[CH2:27][CH2:28]1)=[O:21])[CH3:18])=[O:15].[Na+:38]. (4) Given the reactants [CH:1]1([C:6]([C:8]2[CH:13]=[C:12]([CH3:14])[CH:11]=[CH:10][C:9]=2[NH:15][C:16](=[O:27])[NH:17][C:18]2[S:19][CH:20]=[C:21]([CH2:23][C:24](O)=[O:25])[N:22]=2)=[O:7])[CH2:5][CH2:4][CH2:3][CH2:2]1.[CH3:28][N:29]1[CH2:34][CH2:33][NH:32][CH2:31][CH2:30]1, predict the reaction product. The product is: [CH:1]1([C:6]([C:8]2[CH:13]=[C:12]([CH3:14])[CH:11]=[CH:10][C:9]=2[NH:15][C:16](=[O:27])[NH:17][C:18]2[S:19][CH:20]=[C:21]([CH2:23][C:24]([N:32]3[CH2:33][CH2:34][N:29]([CH3:28])[CH2:30][CH2:31]3)=[O:25])[N:22]=2)=[O:7])[CH2:2][CH2:3][CH2:4][CH2:5]1. (5) Given the reactants [F:1][C:2]([F:43])([C:29]1[CH:34]=[CH:33][C:32]([O:35][CH2:36][CH2:37][CH2:38][C:39]([F:42])([F:41])[F:40])=[CH:31][CH:30]=1)[O:3][C:4]1[CH:9]=[CH:8][C:7](/[CH:10]=[CH:11]/[C:12]([O:14][CH2:15][CH2:16][C:17]2[CH:22]=[CH:21][C:20]([N+:23]([O-])=O)=[CH:19][C:18]=2[N+:26]([O-])=O)=[O:13])=[CH:6][CH:5]=1, predict the reaction product. The product is: [F:1][C:2]([F:43])([C:29]1[CH:30]=[CH:31][C:32]([O:35][CH2:36][CH2:37][CH2:38][C:39]([F:42])([F:41])[F:40])=[CH:33][CH:34]=1)[O:3][C:4]1[CH:9]=[CH:8][C:7](/[CH:10]=[CH:11]/[C:12]([O:14][CH2:15][CH2:16][C:17]2[CH:22]=[CH:21][C:20]([NH2:23])=[CH:19][C:18]=2[NH2:26])=[O:13])=[CH:6][CH:5]=1. (6) Given the reactants C(O)CCC.C(O)CCCCCCC.S(=O)(=O)(O)O.[OH:20][C@H:21]1[O:29][C@H:28]([CH2:30][OH:31])[C@@H:26]([OH:27])[C@H:24]([OH:25])[C@H:22]1[OH:23], predict the reaction product. The product is: [O:20]=[CH:21][C@@H:22]([C@H:24]([C@@H:26]([C@@H:28]([CH2:30][OH:31])[OH:29])[OH:27])[OH:25])[OH:23].